The task is: Regression. Given two drug SMILES strings and cell line genomic features, predict the synergy score measuring deviation from expected non-interaction effect.. This data is from NCI-60 drug combinations with 297,098 pairs across 59 cell lines. (1) Drug 2: CCCCCOC(=O)NC1=NC(=O)N(C=C1F)C2C(C(C(O2)C)O)O. Drug 1: C(=O)(N)NO. Synergy scores: CSS=1.57, Synergy_ZIP=-0.720, Synergy_Bliss=-0.660, Synergy_Loewe=-1.08, Synergy_HSA=-1.15. Cell line: SF-268. (2) Drug 1: C1C(C(OC1N2C=C(C(=O)NC2=O)F)CO)O. Drug 2: C1CN(CCN1C(=O)CCBr)C(=O)CCBr. Cell line: HOP-92. Synergy scores: CSS=16.1, Synergy_ZIP=-9.75, Synergy_Bliss=-1.47, Synergy_Loewe=-2.30, Synergy_HSA=-0.0358. (3) Drug 1: C1CC(=O)NC(=O)C1N2CC3=C(C2=O)C=CC=C3N. Drug 2: CC1=C(C(=CC=C1)Cl)NC(=O)C2=CN=C(S2)NC3=CC(=NC(=N3)C)N4CCN(CC4)CCO. Cell line: NCI-H322M. Synergy scores: CSS=18.0, Synergy_ZIP=-4.71, Synergy_Bliss=0.482, Synergy_Loewe=-0.360, Synergy_HSA=-0.704. (4) Drug 1: CCC1=C2CN3C(=CC4=C(C3=O)COC(=O)C4(CC)O)C2=NC5=C1C=C(C=C5)O. Synergy scores: CSS=57.4, Synergy_ZIP=-1.31, Synergy_Bliss=-3.63, Synergy_Loewe=-64.9, Synergy_HSA=-4.00. Drug 2: CS(=O)(=O)CCNCC1=CC=C(O1)C2=CC3=C(C=C2)N=CN=C3NC4=CC(=C(C=C4)OCC5=CC(=CC=C5)F)Cl. Cell line: HL-60(TB). (5) Drug 1: CCCS(=O)(=O)NC1=C(C(=C(C=C1)F)C(=O)C2=CNC3=C2C=C(C=N3)C4=CC=C(C=C4)Cl)F. Drug 2: CS(=O)(=O)CCNCC1=CC=C(O1)C2=CC3=C(C=C2)N=CN=C3NC4=CC(=C(C=C4)OCC5=CC(=CC=C5)F)Cl. Cell line: SNB-75. Synergy scores: CSS=9.76, Synergy_ZIP=-1.33, Synergy_Bliss=3.45, Synergy_Loewe=-6.84, Synergy_HSA=1.74. (6) Drug 1: CC(CN1CC(=O)NC(=O)C1)N2CC(=O)NC(=O)C2. Drug 2: C1CC(C1)(C(=O)O)C(=O)O.[NH2-].[NH2-].[Pt+2]. Cell line: MDA-MB-435. Synergy scores: CSS=10.0, Synergy_ZIP=-4.28, Synergy_Bliss=-2.61, Synergy_Loewe=-3.60, Synergy_HSA=-3.87. (7) Drug 1: CC1=C(C=C(C=C1)NC(=O)C2=CC=C(C=C2)CN3CCN(CC3)C)NC4=NC=CC(=N4)C5=CN=CC=C5. Drug 2: C(CC(=O)O)C(=O)CN.Cl. Cell line: CCRF-CEM. Synergy scores: CSS=26.3, Synergy_ZIP=-7.49, Synergy_Bliss=-3.85, Synergy_Loewe=-2.95, Synergy_HSA=-0.565. (8) Drug 1: C1=CC(=CC=C1CC(C(=O)O)N)N(CCCl)CCCl.Cl. Drug 2: C1=CC=C(C(=C1)C(C2=CC=C(C=C2)Cl)C(Cl)Cl)Cl. Cell line: A498. Synergy scores: CSS=2.17, Synergy_ZIP=-0.897, Synergy_Bliss=-2.50, Synergy_Loewe=-6.26, Synergy_HSA=-5.62. (9) Drug 1: CC1OCC2C(O1)C(C(C(O2)OC3C4COC(=O)C4C(C5=CC6=C(C=C35)OCO6)C7=CC(=C(C(=C7)OC)O)OC)O)O. Drug 2: CS(=O)(=O)CCNCC1=CC=C(O1)C2=CC3=C(C=C2)N=CN=C3NC4=CC(=C(C=C4)OCC5=CC(=CC=C5)F)Cl. Cell line: SK-OV-3. Synergy scores: CSS=42.7, Synergy_ZIP=5.07, Synergy_Bliss=4.96, Synergy_Loewe=6.21, Synergy_HSA=8.15. (10) Drug 1: CCCS(=O)(=O)NC1=C(C(=C(C=C1)F)C(=O)C2=CNC3=C2C=C(C=N3)C4=CC=C(C=C4)Cl)F. Drug 2: CC1=C(C=C(C=C1)NC(=O)C2=CC=C(C=C2)CN3CCN(CC3)C)NC4=NC=CC(=N4)C5=CN=CC=C5. Cell line: HT29. Synergy scores: CSS=50.2, Synergy_ZIP=2.94, Synergy_Bliss=2.55, Synergy_Loewe=-6.78, Synergy_HSA=1.89.